From a dataset of Forward reaction prediction with 1.9M reactions from USPTO patents (1976-2016). Predict the product of the given reaction. (1) Given the reactants [CH3:1][C:2]1([CH3:15])[C@:6]2([CH2:10][S:11](Cl)(=[O:13])=[O:12])[C:7]([CH2:9][C@H:3]1[CH2:4][CH2:5]2)=[O:8].[NH2:16][CH2:17][CH2:18][O:19][CH2:20][CH2:21][N:22]1[C:30]2[C:29]([CH3:31])=[C:28]([CH3:32])[N:27]=[C:26]([NH2:33])[C:25]=2[N:24]=[C:23]1[CH3:34], predict the reaction product. The product is: [NH2:33][C:26]1[C:25]2[N:24]=[C:23]([CH3:34])[N:22]([CH2:21][CH2:20][O:19][CH2:18][CH2:17][NH:16][S:11]([CH2:10][C:6]34[C:2]([CH3:15])([CH3:1])[CH:3]([CH2:4][CH2:5]3)[CH2:9][C:7]4=[O:8])(=[O:13])=[O:12])[C:30]=2[C:29]([CH3:31])=[C:28]([CH3:32])[N:27]=1. (2) Given the reactants [S:1]1[CH:5]=[CH:4][CH:3]=[C:2]1[CH2:6][NH:7][C:8]1[S:9][CH2:10][C:11](=[O:13])[N:12]=1.[CH2:14]([O:16][C:17]1[C:26]2[C:21](=[CH:22][CH:23]=[C:24]([CH:27]=O)[CH:25]=2)[N:20]=[C:19]([NH:29][CH3:30])[N:18]=1)[CH3:15].C(O)(=O)C1C=CC=CC=1.N1CCCCC1, predict the reaction product. The product is: [CH2:14]([O:16][C:17]1[C:26]2[C:21](=[CH:22][CH:23]=[C:24]([CH:27]=[C:10]3[S:9][C:8]([NH:7][CH2:6][C:2]4[S:1][CH:5]=[CH:4][CH:3]=4)=[N:12][C:11]3=[O:13])[CH:25]=2)[N:20]=[C:19]([NH:29][CH3:30])[N:18]=1)[CH3:15]. (3) Given the reactants [F:1][C:2]1[CH:7]=[CH:6][C:5]([C:8]2[N:9]=[C:10]3[CH:15]=[CH:14][C:13]([N:16]4[CH2:21][CH2:20][N:19]([C:22]([O:24][C:25]([CH3:28])([CH3:27])[CH3:26])=[O:23])[CH2:18][CH2:17]4)=[N:12][N:11]3[C:29]=2I)=[CH:4][CH:3]=1.C(=O)([O-])[O-].[Cs+].[Cs+].[Cl:37][C:38]1[CH:43]=[C:42](B(O)O)[CH:41]=[CH:40][N:39]=1, predict the reaction product. The product is: [Cl:37][C:38]1[CH:43]=[C:42]([C:29]2[N:11]3[N:12]=[C:13]([N:16]4[CH2:21][CH2:20][N:19]([C:22]([O:24][C:25]([CH3:28])([CH3:27])[CH3:26])=[O:23])[CH2:18][CH2:17]4)[CH:14]=[CH:15][C:10]3=[N:9][C:8]=2[C:5]2[CH:6]=[CH:7][C:2]([F:1])=[CH:3][CH:4]=2)[CH:41]=[CH:40][N:39]=1.